From a dataset of Catalyst prediction with 721,799 reactions and 888 catalyst types from USPTO. Predict which catalyst facilitates the given reaction. (1) Reactant: FC(F)(F)C(O)=O.[CH3:8][NH:9][C@H:10]([C:14]([NH:16][C@H:17]([C:21]([N:23]([C@@H:25]([C@@H:64]([CH3:67])[CH2:65][CH3:66])[C@H:26]([O:62][CH3:63])[CH2:27][C:28]([N:30]1[CH2:34][CH2:33][CH2:32][C@H:31]1[C@H:35]([O:60][CH3:61])[C@@H:36]([CH3:59])[C:37](=[O:58])[NH:38][C@H:39]([C:47]1[O:48][C:49]([C:52]2[CH:57]=[CH:56][CH:55]=[CH:54][CH:53]=2)=[N:50][N:51]=1)[CH2:40][C:41]1[CH:46]=[CH:45][CH:44]=[CH:43][CH:42]=1)=[O:29])[CH3:24])=[O:22])[CH:18]([CH3:20])[CH3:19])=[O:15])[CH:11]([CH3:13])[CH3:12].O=[CH:69][CH2:70][CH2:71][C:72]([OH:74])=[O:73].C([BH3-])#N.[Na+].O1CCOCC1. Product: [C:72]([CH2:71][CH2:70][CH2:69][N:9]([CH3:8])[C@H:10]([C:14]([NH:16][C@H:17]([C:21]([N:23]([C@@H:25]([C@@H:64]([CH3:67])[CH2:65][CH3:66])[C@H:26]([O:62][CH3:63])[CH2:27][C:28]([N:30]1[CH2:34][CH2:33][CH2:32][C@H:31]1[C@H:35]([O:60][CH3:61])[C@@H:36]([CH3:59])[C:37](=[O:58])[NH:38][C@H:39]([C:47]1[O:48][C:49]([C:52]2[CH:53]=[CH:54][CH:55]=[CH:56][CH:57]=2)=[N:50][N:51]=1)[CH2:40][C:41]1[CH:42]=[CH:43][CH:44]=[CH:45][CH:46]=1)=[O:29])[CH3:24])=[O:22])[CH:18]([CH3:20])[CH3:19])=[O:15])[CH:11]([CH3:12])[CH3:13])([OH:74])=[O:73]. The catalyst class is: 38. (2) Reactant: [NH3:1].[C:2]([O:6][C:7]([N:9]1[CH2:12][CH:11]([C:13]2[N:17]3[CH:18]=[CH:19][N:20]=[C:21](Cl)[C:16]3=[C:15]([C:23]3[CH:28]=[CH:27][C:26]([O:29][C:30]4[CH:35]=[CH:34][CH:33]=[CH:32][CH:31]=4)=[CH:25][CH:24]=3)[N:14]=2)[CH2:10]1)=[O:8])([CH3:5])([CH3:4])[CH3:3].CC(O)C. Product: [C:2]([O:6][C:7]([N:9]1[CH2:12][CH:11]([C:13]2[N:17]3[CH:18]=[CH:19][N:20]=[C:21]([NH2:1])[C:16]3=[C:15]([C:23]3[CH:28]=[CH:27][C:26]([O:29][C:30]4[CH:35]=[CH:34][CH:33]=[CH:32][CH:31]=4)=[CH:25][CH:24]=3)[N:14]=2)[CH2:10]1)=[O:8])([CH3:5])([CH3:4])[CH3:3]. The catalyst class is: 6. (3) Reactant: [CH3:1][O:2][C:3]1[CH:26]=[CH:25][C:6]2[N:7]([CH2:16][C:17]3[CH:22]=[CH:21][C:20]([O:23][CH3:24])=[CH:19][CH:18]=3)[C:8](=[O:15])[C:9]3[CH2:10][CH2:11][CH2:12][NH:13][C:14]=3[C:5]=2[CH:4]=1.[H-].[Na+].Br[CH2:30][CH2:31][CH3:32].O. Product: [CH3:1][O:2][C:3]1[CH:26]=[CH:25][C:6]2[N:7]([CH2:16][C:17]3[CH:22]=[CH:21][C:20]([O:23][CH3:24])=[CH:19][CH:18]=3)[C:8](=[O:15])[C:9]3[CH2:10][CH2:11][CH2:12][N:13]([CH2:30][CH2:31][CH3:32])[C:14]=3[C:5]=2[CH:4]=1. The catalyst class is: 9. (4) Reactant: [OH-].[Na+].[Cl:3][C:4]1[CH:9]=[CH:8][C:7]([C:10]2[CH:11]=[C:12]([C:15]([O:17]C)=[O:16])[NH:13][N:14]=2)=[C:6]([O:19][CH3:20])[CH:5]=1.Cl. Product: [Cl:3][C:4]1[CH:9]=[CH:8][C:7]([C:10]2[CH:11]=[C:12]([C:15]([OH:17])=[O:16])[NH:13][N:14]=2)=[C:6]([O:19][CH3:20])[CH:5]=1. The catalyst class is: 8. (5) Reactant: [C:1]1([C:7]2[C:11]3[CH:12]=[CH:13][C:14]([O:16][CH:17]([CH2:21][CH2:22][CH3:23])[CH2:18][CH2:19][OH:20])=[CH:15][C:10]=3[O:9][CH:8]=2)[CH:6]=[CH:5][CH:4]=[CH:3][CH:2]=1.[CH3:24][S:25](Cl)(=[O:27])=[O:26]. Product: [C:1]1([C:7]2[C:11]3[CH:12]=[CH:13][C:14]([O:16][CH:17]([CH2:21][CH2:22][CH3:23])[CH2:18][CH2:19][O:20][S:25]([CH3:24])(=[O:27])=[O:26])=[CH:15][C:10]=3[O:9][CH:8]=2)[CH:2]=[CH:3][CH:4]=[CH:5][CH:6]=1. The catalyst class is: 2. (6) Reactant: [Br-:1].[Br:2][CH2:3][CH2:4][CH2:5][CH2:6][N+:7]([CH3:17])([CH3:16])[CH2:8][CH2:9][CH2:10][C:11]([O:13][CH2:14][CH3:15])=[O:12].C1(C)C=CC(S(O)(=O)=O)=CC=1.[F:29][C:30]1[CH:39]=[CH:38][CH:37]=[C:36]2[C:31]=1[C:32]([CH3:40])=[CH:33][CH:34]=[N:35]2.C(N(CC)CC)C. Product: [Br-:2].[Br-:1].[CH3:16][N+:7]([CH3:17])([CH2:8][CH2:9][CH2:10][C:11]([O:13][CH2:14][CH3:15])=[O:12])[CH2:6][CH2:5][CH2:4][CH2:3][N+:35]1[C:36]2[C:31](=[C:30]([F:29])[CH:39]=[CH:38][CH:37]=2)[C:32]([CH3:40])=[CH:33][CH:34]=1. The catalyst class is: 13. (7) Reactant: [NH2:1][C:2]1[CH:7]=[C:6]([CH2:8][N:9]2[C:14]3[CH:15]=[CH:16][CH:17]=[CH:18][C:13]=3[C:12](=[O:19])[O:11][C:10]2=[O:20])[CH:5]=[CH:4][N:3]=1.[CH2:21]([O:23][C:24](=[O:29])[CH2:25][N:26]=[C:27]=[O:28])[CH3:22]. Product: [CH2:21]([O:23][C:24](=[O:29])[CH2:25][NH:26][C:27]([NH:1][C:2]1[CH:7]=[C:6]([CH2:8][N:9]2[C:14]3[CH:15]=[CH:16][CH:17]=[CH:18][C:13]=3[C:12](=[O:19])[O:11][C:10]2=[O:20])[CH:5]=[CH:4][N:3]=1)=[O:28])[CH3:22]. The catalyst class is: 17. (8) Reactant: [CH3:1][O:2][C:3](=[O:19])[CH:4]([C:9]1[CH:14]=[CH:13][C:12]([N+:15]([O-:17])=[O:16])=[CH:11][C:10]=1[Cl:18])C(OC)=O.[Cl-].[Na+].CS(C)=O.O. Product: [CH3:1][O:2][C:3](=[O:19])[CH2:4][C:9]1[CH:14]=[CH:13][C:12]([N+:15]([O-:17])=[O:16])=[CH:11][C:10]=1[Cl:18]. The catalyst class is: 13. (9) Reactant: [Cl:1][C:2]1[CH:7]=[C:6]([C:8]2[C:17]3[C:12](=[CH:13][C:14]([S:18](OC4C(F)=C(F)C(F)=C(F)C=4F)(=[O:20])=[O:19])=[CH:15][CH:16]=3)[N:11]=[CH:10][N:9]=2)[C:5]([O:33][CH3:34])=[CH:4][C:3]=1[C:35]1[CH:40]=[CH:39][CH:38]=[C:37]([F:41])[CH:36]=1.[N:42]1[CH:47]=[CH:46][C:45]([NH2:48])=[N:44][CH:43]=1.[Li+].C[Si]([N-][Si](C)(C)C)(C)C. Product: [Cl:1][C:2]1[CH:7]=[C:6]([C:8]2[C:17]3[C:12](=[CH:13][C:14]([S:18]([NH:48][C:45]4[CH:46]=[CH:47][N:42]=[CH:43][N:44]=4)(=[O:19])=[O:20])=[CH:15][CH:16]=3)[N:11]=[CH:10][N:9]=2)[C:5]([O:33][CH3:34])=[CH:4][C:3]=1[C:35]1[CH:40]=[CH:39][CH:38]=[C:37]([F:41])[CH:36]=1. The catalyst class is: 1.